This data is from Forward reaction prediction with 1.9M reactions from USPTO patents (1976-2016). The task is: Predict the product of the given reaction. (1) The product is: [F:20][C:12]1[C:13]([F:19])=[CH:14][CH:15]=[C:16]([O:17][CH3:18])[C:11]=1[C:10]1[C:5]2[C:6](=[N:7][C:2]([NH:36][CH:33]3[CH2:34][CH2:35][N:30]([S:27]([CH3:26])(=[O:29])=[O:28])[CH2:31][CH2:32]3)=[N:3][CH:4]=2)[NH:8][N:9]=1. Given the reactants Cl[C:2]1[N:7]=[C:6]2[NH:8][N:9]=[C:10]([C:11]3[C:16]([O:17][CH3:18])=[CH:15][CH:14]=[C:13]([F:19])[C:12]=3[F:20])[C:5]2=[CH:4][N:3]=1.C(=O)(O)[O-].[Na+].[CH3:26][S:27]([N:30]1[CH2:35][CH2:34][CH:33]([NH2:36])[CH2:32][CH2:31]1)(=[O:29])=[O:28], predict the reaction product. (2) Given the reactants [SH:1][C:2]1[S:3][C:4]([CH2:8][C:9]([O:11][CH3:12])=[O:10])=[C:5]([CH3:7])[N:6]=1.Cl[CH2:14][C:15]1[CH:16]=[C:17]([CH:32]=[C:33]([O:35][CH2:36][CH3:37])[CH:34]=1)[O:18][CH2:19][C:20]1[N:21]=[C:22]([C:26]2[CH:31]=[CH:30][CH:29]=[CH:28][CH:27]=2)[O:23][C:24]=1[CH3:25].C(=O)([O-])[O-].[K+].[K+].Cl, predict the reaction product. The product is: [CH2:36]([O:35][C:33]1[CH:34]=[C:15]([CH:16]=[C:17]([O:18][CH2:19][C:20]2[N:21]=[C:22]([C:26]3[CH:31]=[CH:30][CH:29]=[CH:28][CH:27]=3)[O:23][C:24]=2[CH3:25])[CH:32]=1)[CH2:14][S:1][C:2]1[S:3][C:4]([CH2:8][C:9]([O:11][CH3:12])=[O:10])=[C:5]([CH3:7])[N:6]=1)[CH3:37].